From a dataset of Full USPTO retrosynthesis dataset with 1.9M reactions from patents (1976-2016). Predict the reactants needed to synthesize the given product. (1) Given the product [O:16]=[C:15]1[NH:14][CH:13]=[N:12][C:11]2[NH:17][C:8]([C:6]3[CH:5]=[CH:4][N:3]=[C:2](/[CH:26]=[CH:27]/[C:28]4[CH:41]=[CH:40][C:31]([CH2:32][O:33][C:34](=[O:39])[C:35]([CH3:36])([CH3:37])[CH3:38])=[CH:30][CH:29]=4)[CH:7]=3)=[CH:9][C:10]1=2, predict the reactants needed to synthesize it. The reactants are: Cl[C:2]1[CH:7]=[C:6]([C:8]2[NH:17][C:11]3[N:12]=[CH:13][NH:14][C:15](=[O:16])[C:10]=3[CH:9]=2)[CH:5]=[CH:4][N:3]=1.CC1(C)C(C)(C)OB(/[CH:26]=[CH:27]/[C:28]2[CH:41]=[CH:40][C:31]([CH2:32][O:33][C:34](=[O:39])[C:35]([CH3:38])([CH3:37])[CH3:36])=[CH:30][CH:29]=2)O1. (2) Given the product [CH2:13]([O:20][C:21]1[C:22]([CH3:30])=[CH:23][C:24]([C:25]2[NH:6][C:4](=[O:5])[C:3]3[C:2](=[CH:10][C:9]([F:11])=[CH:8][C:7]=3[F:12])[N:1]=2)=[CH:27][C:28]=1[CH3:29])[C:14]1[CH:15]=[CH:16][CH:17]=[CH:18][CH:19]=1, predict the reactants needed to synthesize it. The reactants are: [NH2:1][C:2]1[CH:10]=[C:9]([F:11])[CH:8]=[C:7]([F:12])[C:3]=1[C:4]([NH2:6])=[O:5].[CH2:13]([O:20][C:21]1[C:28]([CH3:29])=[CH:27][C:24]([CH:25]=O)=[CH:23][C:22]=1[CH3:30])[C:14]1[CH:19]=[CH:18][CH:17]=[CH:16][CH:15]=1.OS([O-])=O.[Na+].CC1C=CC(S(O)(=O)=O)=CC=1.